From a dataset of Catalyst prediction with 721,799 reactions and 888 catalyst types from USPTO. Predict which catalyst facilitates the given reaction. (1) Reactant: C([SiH2][O:6][C:7](C)(C)[C:8]1[CH:9]=[CH:10][C:11]([NH:14][C:15](=[O:34])[C:16]2[CH:21]=[C:20]([O:22][CH2:23][CH2:24][C:25]3[CH:29]=[CH:28][S:27][CH:26]=3)[CH:19]=[C:18]([O:30][CH:31]([CH3:33])[CH3:32])[CH:17]=2)=[N:12][CH:13]=1)(C)(C)C.[F-].C([N+](CCCC)(CCCC)CCCC)CCC. Product: [OH:6][CH2:7][C:8]1[CH:9]=[CH:10][C:11]([NH:14][C:15](=[O:34])[C:16]2[CH:21]=[C:20]([O:22][CH2:23][CH2:24][C:25]3[CH:29]=[CH:28][S:27][CH:26]=3)[CH:19]=[C:18]([O:30][CH:31]([CH3:32])[CH3:33])[CH:17]=2)=[N:12][CH:13]=1. The catalyst class is: 1. (2) Reactant: [F:1][C:2]1[C:7]([F:8])=[CH:6][CH:5]=[C:4]([N+:9]([O-:11])=[O:10])[C:3]=1[OH:12].[C:13](=O)([O-])[O-].[K+].[K+].CI.O. Product: [F:8][C:7]1[CH:6]=[CH:5][C:4]([N+:9]([O-:11])=[O:10])=[C:3]([O:12][CH3:13])[C:2]=1[F:1]. The catalyst class is: 9. (3) The catalyst class is: 2. Reactant: ClC(Cl)(O[C:5](=[O:11])OC(Cl)(Cl)Cl)Cl.[CH:13]([N:16]1[C:20]2[N:21]=[C:22]([C:31]3[CH:36]=[CH:35][C:34]([NH2:37])=[CH:33][CH:32]=3)[N:23]=[C:24]([N:25]3[CH2:30][CH2:29][O:28][CH2:27][CH2:26]3)[C:19]=2[N:18]=[N:17]1)([CH3:15])[CH3:14].[NH2:38][C:39]1[CH:40]=[N:41][CH:42]=[CH:43][CH:44]=1.CCN(CC)CC. Product: [CH:13]([N:16]1[C:20]2[N:21]=[C:22]([C:31]3[CH:32]=[CH:33][C:34]([NH:37][C:5]([NH:38][C:39]4[CH:40]=[N:41][CH:42]=[CH:43][CH:44]=4)=[O:11])=[CH:35][CH:36]=3)[N:23]=[C:24]([N:25]3[CH2:30][CH2:29][O:28][CH2:27][CH2:26]3)[C:19]=2[N:18]=[N:17]1)([CH3:15])[CH3:14]. (4) Reactant: Cl[C:2]1[N:3]=[CH:4][C:5]2[N:11]([CH3:12])[C:10](=[O:13])[C:9]([F:15])([F:14])[CH2:8][N:7]([CH:16]3[CH2:20][CH2:19][CH2:18][CH2:17]3)[C:6]=2[N:21]=1.[NH2:22][C:23]1[C:31]([F:32])=[CH:30][C:26]([C:27]([OH:29])=[O:28])=[C:25]([F:33])[CH:24]=1.C(=O)([O-])[O-].[Cs+].[Cs+]. Product: [CH:16]1([N:7]2[CH2:8][C:9]([F:15])([F:14])[C:10](=[O:13])[N:11]([CH3:12])[C:5]3[CH:4]=[N:3][C:2]([NH:22][C:23]4[C:31]([F:32])=[CH:30][C:26]([C:27]([OH:29])=[O:28])=[C:25]([F:33])[CH:24]=4)=[N:21][C:6]2=3)[CH2:20][CH2:19][CH2:18][CH2:17]1. The catalyst class is: 584. (5) Reactant: C(=O)([O-])[O-].[Na+].[Na+].[NH2:7][CH2:8][CH2:9][O:10][CH2:11][CH2:12][O:13][CH2:14][C:15]([OH:17])=[O:16].[OH:18][CH:19]1[CH:24]([OH:25])[CH:23]([OH:26])[CH:22]([CH2:27][OH:28])[O:21][C:20]1=[O:29]. Product: [OH:21][CH:22]([CH:23]([OH:26])[CH:24]([OH:25])[CH:19]([OH:18])[CH2:20][OH:29])[C:27]([NH:7][CH2:8][CH2:9][O:10][CH2:11][CH2:12][O:13][CH2:14][C:15]([OH:17])=[O:16])=[O:28]. The catalyst class is: 5. (6) Reactant: [NH2:1][C:2]1[N:6]([C:7]2[CH:12]=[CH:11][N:10]=[C:9]([N:13]([CH3:19])[CH2:14][CH2:15][N:16]([CH3:18])[CH3:17])[N:8]=2)[N:5]=[C:4]([C:20]([CH3:23])([CH3:22])[CH3:21])[CH:3]=1.N1C=CC=CC=1.Cl[C:31]([O:33][C:34]1[CH:39]=[CH:38][CH:37]=[CH:36][CH:35]=1)=[O:32]. Product: [C:34]1([O:33][C:31](=[O:32])[NH:1][C:2]2[N:6]([C:7]3[CH:12]=[CH:11][N:10]=[C:9]([N:13]([CH2:14][CH2:15][N:16]([CH3:18])[CH3:17])[CH3:19])[N:8]=3)[N:5]=[C:4]([C:20]([CH3:23])([CH3:22])[CH3:21])[CH:3]=2)[CH:39]=[CH:38][CH:37]=[CH:36][CH:35]=1. The catalyst class is: 34. (7) Reactant: [CH3:1][C:2]1([CH3:12])[N:10]2[CH:5]([CH2:6][CH:7]=[CH:8][C:9]2=[O:11])[CH2:4][CH2:3]1.[N:13]([Si](C)(C)C)=[N+:14]=[N-:15].CC(O)=O.C1CCN2C(=NCCC2)CC1. Product: [N:13]([C:7]1[CH:6]=[C:5]2[N:10]([C:2]([CH3:12])([CH3:1])[CH2:3][CH2:4]2)[C:9](=[O:11])[CH:8]=1)=[N+:14]=[N-:15]. The catalyst class is: 11. (8) Reactant: [N+:1]([C:4]1[CH:13]=[C:12]([C:14]([O:16]C)=[O:15])[CH:11]=[CH:10][C:5]=1[C:6]([O:8][CH3:9])=[O:7])([O-:3])=[O:2].[OH-].[Na+]. Product: [N+:1]([C:4]1[CH:13]=[C:12]([C:14]([OH:16])=[O:15])[CH:11]=[CH:10][C:5]=1[C:6]([O:8][CH3:9])=[O:7])([O-:3])=[O:2]. The catalyst class is: 12.